From a dataset of NCI-60 drug combinations with 297,098 pairs across 59 cell lines. Regression. Given two drug SMILES strings and cell line genomic features, predict the synergy score measuring deviation from expected non-interaction effect. (1) Drug 1: C1=NC2=C(N1)C(=S)N=C(N2)N. Drug 2: C1=CC=C(C=C1)NC(=O)CCCCCCC(=O)NO. Cell line: SF-295. Synergy scores: CSS=37.8, Synergy_ZIP=-0.599, Synergy_Bliss=0.801, Synergy_Loewe=-1.31, Synergy_HSA=2.46. (2) Cell line: NCI-H226. Synergy scores: CSS=37.1, Synergy_ZIP=0.455, Synergy_Bliss=2.59, Synergy_Loewe=-17.8, Synergy_HSA=3.95. Drug 2: C1=CC(=CC=C1CC(C(=O)O)N)N(CCCl)CCCl.Cl. Drug 1: C1=CC(=C2C(=C1NCCNCCO)C(=O)C3=C(C=CC(=C3C2=O)O)O)NCCNCCO. (3) Drug 1: CNC(=O)C1=CC=CC=C1SC2=CC3=C(C=C2)C(=NN3)C=CC4=CC=CC=N4. Drug 2: N.N.Cl[Pt+2]Cl. Cell line: HL-60(TB). Synergy scores: CSS=20.0, Synergy_ZIP=6.64, Synergy_Bliss=14.6, Synergy_Loewe=6.22, Synergy_HSA=12.1. (4) Cell line: KM12. Drug 1: CC1=C2C(C(=O)C3(C(CC4C(C3C(C(C2(C)C)(CC1OC(=O)C(C(C5=CC=CC=C5)NC(=O)OC(C)(C)C)O)O)OC(=O)C6=CC=CC=C6)(CO4)OC(=O)C)OC)C)OC. Drug 2: CC1C(C(CC(O1)OC2CC(OC(C2O)C)OC3=CC4=CC5=C(C(=O)C(C(C5)C(C(=O)C(C(C)O)O)OC)OC6CC(C(C(O6)C)O)OC7CC(C(C(O7)C)O)OC8CC(C(C(O8)C)O)(C)O)C(=C4C(=C3C)O)O)O)O. Synergy scores: CSS=56.0, Synergy_ZIP=22.5, Synergy_Bliss=23.2, Synergy_Loewe=-1.66, Synergy_HSA=23.2. (5) Cell line: SK-MEL-28. Drug 1: CCC1=CC2CC(C3=C(CN(C2)C1)C4=CC=CC=C4N3)(C5=C(C=C6C(=C5)C78CCN9C7C(C=CC9)(C(C(C8N6C)(C(=O)OC)O)OC(=O)C)CC)OC)C(=O)OC.C(C(C(=O)O)O)(C(=O)O)O. Drug 2: CNC(=O)C1=NC=CC(=C1)OC2=CC=C(C=C2)NC(=O)NC3=CC(=C(C=C3)Cl)C(F)(F)F. Synergy scores: CSS=43.4, Synergy_ZIP=-3.16, Synergy_Bliss=1.69, Synergy_Loewe=-8.32, Synergy_HSA=2.12. (6) Drug 1: CC1C(C(=O)NC(C(=O)N2CCCC2C(=O)N(CC(=O)N(C(C(=O)O1)C(C)C)C)C)C(C)C)NC(=O)C3=C4C(=C(C=C3)C)OC5=C(C(=O)C(=C(C5=N4)C(=O)NC6C(OC(=O)C(N(C(=O)CN(C(=O)C7CCCN7C(=O)C(NC6=O)C(C)C)C)C)C(C)C)C)N)C. Drug 2: CC12CCC3C(C1CCC2OP(=O)(O)O)CCC4=C3C=CC(=C4)OC(=O)N(CCCl)CCCl.[Na+]. Cell line: HT29. Synergy scores: CSS=56.5, Synergy_ZIP=14.5, Synergy_Bliss=13.4, Synergy_Loewe=1.10, Synergy_HSA=15.0. (7) Drug 1: C1CN1P(=S)(N2CC2)N3CC3. Drug 2: CC1=C(C(=O)C2=C(C1=O)N3CC4C(C3(C2COC(=O)N)OC)N4)N. Cell line: TK-10. Synergy scores: CSS=12.7, Synergy_ZIP=-7.07, Synergy_Bliss=-2.18, Synergy_Loewe=-1.75, Synergy_HSA=-0.397.